From a dataset of Catalyst prediction with 721,799 reactions and 888 catalyst types from USPTO. Predict which catalyst facilitates the given reaction. Reactant: [N+:1]([C:4]1[CH:14]=[CH:13][C:7]([CH:8]=[CH:9][C:10](Cl)=[O:11])=[CH:6][CH:5]=1)([O-:3])=[O:2].[N+:15]([C:18]1[CH:23]=[CH:22][C:21]([OH:24])=[CH:20][CH:19]=1)([O-:17])=[O:16].N1C=CC=CC=1. Product: [N+:15]([C:18]1[CH:23]=[CH:22][C:21]([O:24][C:10](=[O:11])[CH:9]=[CH:8][C:7]2[CH:6]=[CH:5][C:4]([N+:1]([O-:3])=[O:2])=[CH:14][CH:13]=2)=[CH:20][CH:19]=1)([O-:17])=[O:16]. The catalyst class is: 21.